Task: Predict the product of the given reaction.. Dataset: Forward reaction prediction with 1.9M reactions from USPTO patents (1976-2016) (1) Given the reactants Br[C:2]1[C:3]([C:17]([CH3:20])([CH3:19])[CH3:18])=[N:4][N:5]([C:8]2[C:13]([CH3:14])=[CH:12][CH:11]=[CH:10][C:9]=2[O:15][CH3:16])[C:6]=1[NH2:7].[CH3:21]B1OBOBO1.C(=O)([O-])[O-].[K+].[K+], predict the reaction product. The product is: [C:17]([C:3]1[C:2]([CH3:21])=[C:6]([NH2:7])[N:5]([C:8]2[C:13]([CH3:14])=[CH:12][CH:11]=[CH:10][C:9]=2[O:15][CH3:16])[N:4]=1)([CH3:20])([CH3:19])[CH3:18]. (2) Given the reactants [CH3:1][O:2][C:3]1[CH:8]=[CH:7][C:6]([N:9]([C:15]2[CH:20]=[CH:19][C:18]([O:21][CH3:22])=[CH:17][CH:16]=2)[C:10](=[O:14])[C:11](=[O:13])[CH3:12])=[CH:5][CH:4]=1.[CH3:23][O:24][C:25]1[CH:30]=[CH:29][C:28]([Mg]Br)=[CH:27][CH:26]=1, predict the reaction product. The product is: [OH:13][C:11]([C:28]1[CH:29]=[CH:30][C:25]([O:24][CH3:23])=[CH:26][CH:27]=1)([CH3:12])[C:10]([N:9]([C:15]1[CH:16]=[CH:17][C:18]([O:21][CH3:22])=[CH:19][CH:20]=1)[C:6]1[CH:7]=[CH:8][C:3]([O:2][CH3:1])=[CH:4][CH:5]=1)=[O:14].